From a dataset of Catalyst prediction with 721,799 reactions and 888 catalyst types from USPTO. Predict which catalyst facilitates the given reaction. Reactant: [CH2:1]([N:8]1[CH2:13][CH2:12][N:11]([C:14]2[CH:19]=[CH:18][C:17]([N+:20]([O-:22])=[O:21])=[CH:16][CH:15]=2)[CH2:10][CH:9]1[CH2:23]O)[C:2]1[CH:7]=[CH:6][CH:5]=[CH:4][CH:3]=1.COCCN(S(F)(F)[F:35])CCOC. Product: [CH2:1]([N:8]1[CH2:13][CH2:12][N:11]([C:14]2[CH:19]=[CH:18][C:17]([N+:20]([O-:22])=[O:21])=[CH:16][CH:15]=2)[CH2:10][CH:9]1[CH2:23][F:35])[C:2]1[CH:7]=[CH:6][CH:5]=[CH:4][CH:3]=1. The catalyst class is: 2.